Dataset: Full USPTO retrosynthesis dataset with 1.9M reactions from patents (1976-2016). Task: Predict the reactants needed to synthesize the given product. (1) The reactants are: [CH:1]([N:4]1[CH2:9][CH2:8][N:7]([C:10]([C:12]2[CH:13]=[C:14]3[C:18](=[CH:19][CH:20]=2)[NH:17][C:16]([C:21](N2CCN(S(C)(=O)=O)CC2)=[O:22])=[CH:15]3)=[O:11])[CH2:6][CH2:5]1)([CH3:3])[CH3:2].[CH3:33][N:34]([CH3:43])[C:35]([N:37]1[CH2:42][CH2:41][NH:40][CH2:39][CH2:38]1)=[O:36]. Given the product [CH3:33][N:34]([CH3:43])[C:35]([N:37]1[CH2:38][CH2:39][N:40]([C:21]([C:16]2[NH:17][C:18]3[C:14]([CH:15]=2)=[CH:13][C:12]([C:10]([N:7]2[CH2:8][CH2:9][N:4]([CH:1]([CH3:3])[CH3:2])[CH2:5][CH2:6]2)=[O:11])=[CH:20][CH:19]=3)=[O:22])[CH2:41][CH2:42]1)=[O:36], predict the reactants needed to synthesize it. (2) Given the product [CH3:3][CH:2]([C@@H:4]1[N:5]([CH2:21][CH2:22][S:23]([CH3:26])(=[O:24])=[O:25])[CH2:6][CH2:7][N:8]([C:10]2[CH:15]=[CH:14][C:13]([NH2:16])=[C:12]([O:19][CH3:20])[CH:11]=2)[CH2:9]1)[CH3:1], predict the reactants needed to synthesize it. The reactants are: [CH3:1][CH:2]([C@H:4]1[CH2:9][N:8]([C:10]2[CH:15]=[CH:14][C:13]([N+:16]([O-])=O)=[C:12]([O:19][CH3:20])[CH:11]=2)[CH2:7][CH2:6][N:5]1[CH2:21][CH2:22][S:23]([CH3:26])(=[O:25])=[O:24])[CH3:3].